This data is from Catalyst prediction with 721,799 reactions and 888 catalyst types from USPTO. The task is: Predict which catalyst facilitates the given reaction. (1) Reactant: [Cl:1][C:2]1[CH:7]=[C:6]([C:8]([F:11])([F:10])[F:9])[CH:5]=[C:4]([Cl:12])[C:3]=1[N:13]=[C:14](Cl)[C:15]([F:18])([F:17])[F:16].Cl.[CH3:21][NH:22][CH3:23].C(N(CC)CC)C.O. Product: [Cl:1][C:2]1[CH:7]=[C:6]([C:8]([F:11])([F:10])[F:9])[CH:5]=[C:4]([Cl:12])[C:3]=1[N:13]=[C:14]([N:22]([CH3:23])[CH3:21])[C:15]([F:18])([F:17])[F:16]. The catalyst class is: 9. (2) Reactant: [Br:1][C:2]1[S:6][CH:5]=[C:4]([C:7]([OH:9])=[O:8])[CH:3]=1.[CH3:10][CH2:11]O. Product: [CH2:10]([O:8][C:7]([C:4]1[CH:3]=[C:2]([Br:1])[S:6][CH:5]=1)=[O:9])[CH3:11]. The catalyst class is: 820. (3) Reactant: [Cl:1][C:2]1[C:10]([OH:11])=[CH:9][C:8]([Cl:12])=[CH:7][C:3]=1[C:4](O)=[O:5]. Product: [Cl:1][C:2]1[C:3]([CH2:4][OH:5])=[CH:7][C:8]([Cl:12])=[CH:9][C:10]=1[OH:11]. The catalyst class is: 1. (4) Reactant: F[C:2]1[C:7]([C:8]2[N:16]=[C:15]([CH3:17])[N:14]=[C:13]3[C:9]=2[N:10]=[CH:11][N:12]3[CH:18]2[CH2:23][CH2:22][CH2:21][CH2:20][O:19]2)=[CH:6][C:5]([CH:24]=[CH2:25])=[CH:4][N:3]=1.[NH2:26][C:27]1[CH:28]=[CH:29][C:30]([O:33][CH3:34])=[N:31][CH:32]=1.[Li+].C[Si]([N-][Si](C)(C)C)(C)C.O. Product: [CH3:34][O:33][C:30]1[N:31]=[CH:32][C:27]([NH:26][C:2]2[C:7]([C:8]3[N:16]=[C:15]([CH3:17])[N:14]=[C:13]4[C:9]=3[N:10]=[CH:11][N:12]4[CH:18]3[CH2:23][CH2:22][CH2:21][CH2:20][O:19]3)=[CH:6][C:5]([CH:24]=[CH2:25])=[CH:4][N:3]=2)=[CH:28][CH:29]=1. The catalyst class is: 1. (5) Reactant: C([O-])=O.[NH4+].[NH:5]1[C:13]2[C:8](=[CH:9][C:10]([NH:14][S:15]([CH:18]3[CH2:23][CH2:22][N:21](C(OCC4C=CC=CC=4)=O)[CH2:20][CH2:19]3)(=[O:17])=[O:16])=[CH:11][CH:12]=2)[CH:7]=[N:6]1. Product: [NH:5]1[C:13]2[C:8](=[CH:9][C:10]([NH:14][S:15]([CH:18]3[CH2:23][CH2:22][NH:21][CH2:20][CH2:19]3)(=[O:17])=[O:16])=[CH:11][CH:12]=2)[CH:7]=[N:6]1. The catalyst class is: 29. (6) Reactant: [NH2:1][C:2]1[CH:6]=[C:5]([CH3:7])[N:4]([CH3:8])[N:3]=1.C(N(CC)CC)C.[F:16][C:17]1[C:25]([C:26]([F:29])([F:28])[F:27])=[CH:24][CH:23]=[CH:22][C:18]=1[C:19](Cl)=[O:20]. Product: [CH3:8][N:4]1[C:5]([CH3:7])=[CH:6][C:2]([NH:1][C:19](=[O:20])[C:18]2[CH:22]=[CH:23][CH:24]=[C:25]([C:26]([F:27])([F:28])[F:29])[C:17]=2[F:16])=[N:3]1. The catalyst class is: 22. (7) Reactant: [CH3:1][N:2]1[C@@H:18]2[CH2:19][C:7]3[CH:8]=[CH:9][C:10]([O:22][CH3:23])=[C:11]4[O:12][C@H:13]5[C:14]([O:20][CH3:21])=[CH:15][CH:16]=[C:17]2[C@:5]5([C:6]=34)[CH2:4][CH2:3]1.C(CN)O.O. Product: [CH3:1][N:2]1[C@@H:18]2[CH2:19][C:7]3[CH:8]=[CH:9][C:10]([O:22][CH3:23])=[C:11]4[O:12][C@H:13]5[C:14]([O:20][CH3:21])=[CH:15][CH2:16][C@@H:17]2[C@:5]5([C:6]=34)[CH2:4][CH2:3]1. The catalyst class is: 141. (8) Reactant: C(O[C:6]([N:8]1[CH2:13][CH:12]=[C:11]([C:14]2[CH:22]=[CH:21][C:17]3[O:18][CH2:19][O:20][C:16]=3[CH:15]=2)[CH2:10][CH2:9]1)=O)(C)(C)C.C(Cl)Cl.[C:26](#[N:29])[CH:27]=C.CCOC(C)=O. Product: [O:18]1[C:17]2[CH:21]=[CH:22][C:14]([C:11]3[CH2:10][CH2:9][N:8]([CH2:6][CH2:27][C:26]#[N:29])[CH2:13][CH:12]=3)=[CH:15][C:16]=2[O:20][CH2:19]1. The catalyst class is: 6. (9) Reactant: [F:1][C:2]1[CH:3]=[C:4]([C@@:8]23[O:34][CH2:33][O:32][C@@H:9]2[CH2:10][N:11]([C:14]([C:16]2[N:21]=[C:20]([O:22][CH3:23])[C:19]([O:24][CH2:25][C:26](N(OC)C)=[O:27])=[CH:18][CH:17]=2)=[O:15])[CH2:12][CH2:13]3)[CH:5]=[CH:6][CH:7]=1.[CH:35]1([Mg]Br)[CH2:37][CH2:36]1. The catalyst class is: 1. Product: [CH:35]1([C:26](=[O:27])[CH2:25][O:24][C:19]2[C:20]([O:22][CH3:23])=[N:21][C:16]([C:14]([N:11]3[CH2:12][CH2:13][C:8]4([C:4]5[CH:5]=[CH:6][CH:7]=[C:2]([F:1])[CH:3]=5)[O:34][CH2:33][O:32][CH:9]4[CH2:10]3)=[O:15])=[CH:17][CH:18]=2)[CH2:37][CH2:36]1. (10) Reactant: [CH3:1][C:2]([O:5][C:6]([N:8]([CH2:10][C:11]1[CH:19]=[CH:18][C:14]([C:15](O)=[O:16])=[C:13]([C:20]([O:22][CH3:23])=[O:21])[CH:12]=1)[CH3:9])=[O:7])([CH3:4])[CH3:3].CCN(C(C)C)C(C)C.CN(C(ON1N=NC2C=CC=CC1=2)=[N+](C)C)C.F[P-](F)(F)(F)(F)F.Cl.[Cl:58][C:59]1[C:64]([C:65]2[CH:70]=[CH:69][CH:68]=[C:67]([CH2:71][CH3:72])[CH:66]=2)=[C:63]([C:73]([OH:88])([C@@H:82]2[CH2:87][CH2:86][CH2:85][NH:84][CH2:83]2)[CH2:74][CH2:75][CH2:76][NH:77][C:78](=[O:81])[O:79][CH3:80])[CH:62]=[CH:61][CH:60]=1. Product: [Cl:58][C:59]1[C:64]([C:65]2[CH:70]=[CH:69][CH:68]=[C:67]([CH2:71][CH3:72])[CH:66]=2)=[C:63]([C:73]([C@@H:82]2[CH2:87][CH2:86][CH2:85][N:84]([C:15]([C:14]3[CH:18]=[CH:19][C:11]([CH2:10][N:8]([C:6]([O:5][C:2]([CH3:4])([CH3:3])[CH3:1])=[O:7])[CH3:9])=[CH:12][C:13]=3[C:20]([O:22][CH3:23])=[O:21])=[O:16])[CH2:83]2)([OH:88])[CH2:74][CH2:75][CH2:76][NH:77][C:78]([O:79][CH3:80])=[O:81])[CH:62]=[CH:61][CH:60]=1. The catalyst class is: 3.